From a dataset of Full USPTO retrosynthesis dataset with 1.9M reactions from patents (1976-2016). Predict the reactants needed to synthesize the given product. (1) The reactants are: [CH2:1]([O:3][C:4](=[O:27])[CH2:5][C:6]1[CH:11]=[CH:10][C:9]([O:12][CH3:13])=[C:8]([O:14][C:15]2[CH:20]=[CH:19][C:18]([NH2:21])=[CH:17][C:16]=2[CH2:22][S:23][CH:24]([CH3:26])[CH3:25])[CH:7]=1)[CH3:2].[C:28](Cl)(=[O:33])[C:29]([CH3:32])([CH3:31])[CH3:30]. Given the product [CH2:1]([O:3][C:4](=[O:27])[CH2:5][C:6]1[CH:11]=[CH:10][C:9]([O:12][CH3:13])=[C:8]([O:14][C:15]2[CH:20]=[CH:19][C:18]([NH:21][C:28](=[O:33])[C:29]([CH3:32])([CH3:31])[CH3:30])=[CH:17][C:16]=2[CH2:22][S:23][CH:24]([CH3:26])[CH3:25])[CH:7]=1)[CH3:2], predict the reactants needed to synthesize it. (2) Given the product [F:1][C:2]1[C:3]([N:12]2[CH2:17][CH2:16][CH:15]([N:18]3[CH2:22][CH2:21][N:20]([CH2:23][C:24]4[CH:32]=[CH:31][C:27]([C:28]([N:48]5[CH2:47][CH2:46][CH2:45][CH2:43]5)=[O:29])=[CH:26][CH:25]=4)[C:19]3=[O:33])[CH2:14][CH2:13]2)=[N:4][CH:5]=[C:6]([C:8]([F:9])([F:11])[F:10])[CH:7]=1, predict the reactants needed to synthesize it. The reactants are: [F:1][C:2]1[C:3]([N:12]2[CH2:17][CH2:16][CH:15]([N:18]3[CH2:22][CH2:21][N:20]([CH2:23][C:24]4[CH:32]=[CH:31][C:27]([C:28](O)=[O:29])=[CH:26][CH:25]=4)[C:19]3=[O:33])[CH2:14][CH2:13]2)=[N:4][CH:5]=[C:6]([C:8]([F:11])([F:10])[F:9])[CH:7]=1.CN(C(ON1N=NC2[CH:45]=[CH:46][CH:47]=[N:48][C:43]1=2)=[N+](C)C)C.F[P-](F)(F)(F)(F)F.C(N(CC)CC)C.N1CCCC1. (3) Given the product [O:1]=[C:2]1[C:11]2[CH:12]=[CH:13][S:14][C:10]=2[C:9]2[C:4](=[C:5]([C:15]([OH:17])=[O:16])[CH:6]=[CH:7][CH:8]=2)[NH:3]1, predict the reactants needed to synthesize it. The reactants are: [O:1]=[C:2]1[C:11]2[CH:12]=[CH:13][S:14][C:10]=2[C:9]2[C:4](=[C:5]([C:15]([O:17]C)=[O:16])[CH:6]=[CH:7][CH:8]=2)[NH:3]1.C(O)C.[OH-].[Na+].Cl. (4) Given the product [OH:12][C@H:9]([CH2:10][OH:11])[CH2:8][NH:7][C:25]([C:23]1[S:24][C:20]([Cl:19])=[CH:21][CH:22]=1)=[O:26], predict the reactants needed to synthesize it. The reactants are: C(=O)([O-])O.[Na+].Cl.[NH2:7][CH2:8][C@H:9]([OH:12])[CH2:10][OH:11].CC1CCCO1.[Cl:19][C:20]1[S:24][C:23]([C:25](Cl)=[O:26])=[CH:22][CH:21]=1. (5) The reactants are: C([O:3][C:4](=O)[CH2:5][C:6]([C@@H:8]1[CH2:13][CH2:12][N:11]([C:14]([O:16][CH3:17])=[O:15])[C@@H:10]([CH2:18][C:19]2[CH:24]=[CH:23][CH:22]=[C:21]([F:25])[CH:20]=2)[CH2:9]1)=[O:7])C.[OH-].[Na+].[NH2:29]O.Cl. Given the product [F:25][C:21]1[CH:20]=[C:19]([CH:24]=[CH:23][CH:22]=1)[CH2:18][C@H:10]1[CH2:9][C@H:8]([C:6]2[O:7][NH:29][C:4](=[O:3])[CH:5]=2)[CH2:13][CH2:12][N:11]1[C:14]([O:16][CH3:17])=[O:15], predict the reactants needed to synthesize it. (6) Given the product [CH3:15][O:14][C:10](=[O:13])[CH2:11][CH2:12][C:7]([C:8]#[N:9])([C:1]1[CH:6]=[CH:5][CH:4]=[CH:3][CH:2]=1)[CH2:12][CH2:11][C:10]([O:14][CH3:15])=[O:13], predict the reactants needed to synthesize it. The reactants are: [C:1]1([CH2:7][C:8]#[N:9])[CH:6]=[CH:5][CH:4]=[CH:3][CH:2]=1.[C:10]([O:14][CH3:15])(=[O:13])[CH:11]=[CH2:12]. (7) Given the product [Cl:3][C:4]1[CH:5]=[C:6]([CH:31]=[CH:32][C:33]=1[O:34][CH3:35])[CH2:7][NH:8][C:9]1[C:18]2[C:13](=[CH:14][CH:15]=[C:16]([C:19]3[N:23]([CH3:36])[N:22]=[N:21][N:20]=3)[CH:17]=2)[C:12]([N:24]2[CH2:25][CH2:26][CH:27]([OH:30])[CH2:28][CH2:29]2)=[N:11][N:10]=1, predict the reactants needed to synthesize it. The reactants are: CI.[Cl:3][C:4]1[CH:5]=[C:6]([CH:31]=[CH:32][C:33]=1[O:34][CH3:35])[CH2:7][NH:8][C:9]1[C:18]2[C:13](=[CH:14][CH:15]=[C:16]([C:19]3[NH:23][N:22]=[N:21][N:20]=3)[CH:17]=2)[C:12]([N:24]2[CH2:29][CH2:28][CH:27]([OH:30])[CH2:26][CH2:25]2)=[N:11][N:10]=1.[C:36](=O)([O-])[O-].[K+].[K+].CN(C)C=O. (8) Given the product [CH:1]1([C:7]2[CH:8]=[CH:9][C:10]([O:13][CH2:14][CH:16]3[CH2:17][O:18]3)=[CH:11][CH:12]=2)[CH2:2][CH2:3][CH2:4][CH2:5][CH2:6]1, predict the reactants needed to synthesize it. The reactants are: [CH:1]1([C:7]2[CH:12]=[CH:11][C:10]([OH:13])=[CH:9][CH:8]=2)[CH2:6][CH2:5][CH2:4][CH2:3][CH2:2]1.[CH2:14]([CH:16]1[O:18][CH2:17]1)Cl. (9) The reactants are: [CH3:1][O:2][C:3]1[N:4]=[C:5]2[C:10](=[CH:11][CH:12]=1)[N:9]=[CH:8][CH:7]=[C:6]2[N:13]1[CH2:17][CH2:16][CH:15](OS(C)(=O)=O)[CH2:14]1.[CH2:23]([NH2:26])[CH2:24][NH2:25]. Given the product [CH3:1][O:2][C:3]1[N:4]=[C:5]2[C:10](=[CH:11][CH:12]=1)[N:9]=[CH:8][CH:7]=[C:6]2[N:13]1[CH2:17][CH2:16][CH:15]([NH:25][CH2:24][CH2:23][NH2:26])[CH2:14]1, predict the reactants needed to synthesize it. (10) Given the product [CH2:1]([C:4]1[CH:9]=[C:8]([CH:10]([NH:12][S:37]([C:32]2[CH:33]=[CH:34][C:35]([F:36])=[C:30]([F:29])[CH:31]=2)(=[O:39])=[O:38])[CH3:11])[CH:7]=[CH:6][C:5]=1[C:13]1[CH:18]=[C:17]([F:19])[CH:16]=[CH:15][C:14]=1[O:20][CH3:21])[CH:2]=[CH2:3], predict the reactants needed to synthesize it. The reactants are: [CH2:1]([C:4]1[CH:9]=[C:8]([CH:10]([NH2:12])[CH3:11])[CH:7]=[CH:6][C:5]=1[C:13]1[CH:18]=[C:17]([F:19])[CH:16]=[CH:15][C:14]=1[O:20][CH3:21])[CH:2]=[CH2:3].C(N(CC)CC)C.[F:29][C:30]1[CH:31]=[C:32]([S:37](Cl)(=[O:39])=[O:38])[CH:33]=[CH:34][C:35]=1[F:36].